From a dataset of Catalyst prediction with 721,799 reactions and 888 catalyst types from USPTO. Predict which catalyst facilitates the given reaction. (1) Reactant: [NH2:1][C:2]1[CH:11]=[CH:10][C:9]([F:12])=[CH:8][C:3]=1[C:4]([O:6][CH3:7])=[O:5].C([BH3-])#N.[Na+].[F:17][C:18]([F:23])([F:22])[C:19](O)=O.O.FC(F)(F)C=O. Product: [F:12][C:9]1[CH:10]=[CH:11][C:2]([NH:1][CH2:19][C:18]([F:23])([F:22])[F:17])=[C:3]([CH:8]=1)[C:4]([O:6][CH3:7])=[O:5]. The catalyst class is: 2. (2) Reactant: Cl[CH2:2][CH2:3][C:4]([C:6]1[CH:11]=[C:10]([O:12][CH3:13])[C:9]([O:14][CH3:15])=[CH:8][C:7]=1[OH:16])=[O:5].C([O-])([O-])=O.[K+].[K+]. Product: [CH3:13][O:12][C:10]1[CH:11]=[C:6]2[C:7](=[CH:8][C:9]=1[O:14][CH3:15])[O:16][CH2:2][CH2:3][C:4]2=[O:5]. The catalyst class is: 8.